The task is: Regression. Given two drug SMILES strings and cell line genomic features, predict the synergy score measuring deviation from expected non-interaction effect.. This data is from NCI-60 drug combinations with 297,098 pairs across 59 cell lines. (1) Synergy scores: CSS=0.00400, Synergy_ZIP=1.85, Synergy_Bliss=3.90, Synergy_Loewe=-5.35, Synergy_HSA=-1.76. Cell line: NCI-H322M. Drug 1: CC(C)NC(=O)C1=CC=C(C=C1)CNNC.Cl. Drug 2: C1CCC(C(C1)N)N.C(=O)(C(=O)[O-])[O-].[Pt+4]. (2) Drug 1: CC1C(C(CC(O1)OC2CC(OC(C2O)C)OC3=CC4=CC5=C(C(=O)C(C(C5)C(C(=O)C(C(C)O)O)OC)OC6CC(C(C(O6)C)O)OC7CC(C(C(O7)C)O)OC8CC(C(C(O8)C)O)(C)O)C(=C4C(=C3C)O)O)O)O. Drug 2: CCC1(C2=C(COC1=O)C(=O)N3CC4=CC5=C(C=CC(=C5CN(C)C)O)N=C4C3=C2)O.Cl. Cell line: NCI-H460. Synergy scores: CSS=77.7, Synergy_ZIP=0.198, Synergy_Bliss=-1.90, Synergy_Loewe=-5.50, Synergy_HSA=-0.880. (3) Synergy scores: CSS=8.67, Synergy_ZIP=-3.41, Synergy_Bliss=-6.30, Synergy_Loewe=-4.39, Synergy_HSA=-3.37. Drug 2: C1CC(C1)(C(=O)O)C(=O)O.[NH2-].[NH2-].[Pt+2]. Cell line: T-47D. Drug 1: C1=CC(=CC=C1C#N)C(C2=CC=C(C=C2)C#N)N3C=NC=N3. (4) Drug 1: CC1=C2C(C(=O)C3(C(CC4C(C3C(C(C2(C)C)(CC1OC(=O)C(C(C5=CC=CC=C5)NC(=O)OC(C)(C)C)O)O)OC(=O)C6=CC=CC=C6)(CO4)OC(=O)C)O)C)O. Drug 2: C1CN(P(=O)(OC1)NCCCl)CCCl. Cell line: MALME-3M. Synergy scores: CSS=20.0, Synergy_ZIP=-6.66, Synergy_Bliss=-1.26, Synergy_Loewe=-28.0, Synergy_HSA=-1.81. (5) Drug 1: C1CN1P(=S)(N2CC2)N3CC3. Drug 2: CS(=O)(=O)OCCCCOS(=O)(=O)C. Cell line: NCI-H522. Synergy scores: CSS=16.6, Synergy_ZIP=-6.13, Synergy_Bliss=-3.74, Synergy_Loewe=-1.20, Synergy_HSA=-0.400. (6) Drug 1: CN1C(=O)N2C=NC(=C2N=N1)C(=O)N. Drug 2: CC1CCC2CC(C(=CC=CC=CC(CC(C(=O)C(C(C(=CC(C(=O)CC(OC(=O)C3CCCCN3C(=O)C(=O)C1(O2)O)C(C)CC4CCC(C(C4)OC)O)C)C)O)OC)C)C)C)OC. Cell line: T-47D. Synergy scores: CSS=-6.97, Synergy_ZIP=4.13, Synergy_Bliss=1.13, Synergy_Loewe=-5.39, Synergy_HSA=-6.56. (7) Drug 1: CC1=CC2C(CCC3(C2CCC3(C(=O)C)OC(=O)C)C)C4(C1=CC(=O)CC4)C. Drug 2: CC12CCC3C(C1CCC2O)C(CC4=C3C=CC(=C4)O)CCCCCCCCCS(=O)CCCC(C(F)(F)F)(F)F. Cell line: CAKI-1. Synergy scores: CSS=-8.96, Synergy_ZIP=0.556, Synergy_Bliss=-9.75, Synergy_Loewe=-11.8, Synergy_HSA=-13.6. (8) Drug 1: CC1C(C(CC(O1)OC2CC(OC(C2O)C)OC3=CC4=CC5=C(C(=O)C(C(C5)C(C(=O)C(C(C)O)O)OC)OC6CC(C(C(O6)C)O)OC7CC(C(C(O7)C)O)OC8CC(C(C(O8)C)O)(C)O)C(=C4C(=C3C)O)O)O)O. Drug 2: CN(CCCl)CCCl.Cl. Cell line: MALME-3M. Synergy scores: CSS=30.6, Synergy_ZIP=0.624, Synergy_Bliss=4.01, Synergy_Loewe=-29.3, Synergy_HSA=-1.70.